This data is from Forward reaction prediction with 1.9M reactions from USPTO patents (1976-2016). The task is: Predict the product of the given reaction. (1) Given the reactants [F:1][C:2]1[CH:3]=[C:4]([NH2:9])[C:5]([NH2:8])=[CH:6][CH:7]=1.[CH2:10](OC(OCC)OCC)C, predict the reaction product. The product is: [F:1][C:2]1[CH:7]=[CH:6][C:5]2[N:8]=[CH:10][NH:9][C:4]=2[CH:3]=1. (2) Given the reactants S([N:11]1[C:15]2[N:16]=[CH:17][C:18]3[N:19]([C:20]([C@@H:23]4[CH2:28][CH2:27][CH2:26][N:25]([C:29]([O:31][C:32]([CH3:35])([CH3:34])[CH3:33])=[O:30])[CH2:24]4)=[N:21][CH:22]=3)[C:14]=2[CH:13]=[CH:12]1)(C1C=CC(C)=CC=1)(=O)=O.[OH-].[Na+].CCOC(C)=O.[NH4+].[Cl-], predict the reaction product. The product is: [C:20]1([C@@H:23]2[CH2:28][CH2:27][CH2:26][N:25]([C:29]([O:31][C:32]([CH3:35])([CH3:34])[CH3:33])=[O:30])[CH2:24]2)[N:19]2[C:14]3[CH:13]=[CH:12][NH:11][C:15]=3[N:16]=[CH:17][C:18]2=[CH:22][N:21]=1. (3) Given the reactants [CH3:1][C:2]1[N:7]=[CH:6][C:5]([O:8][C:9]2[CH:14]=[CH:13][C:12]([NH2:15])=[CH:11][C:10]=2[CH3:16])=[CH:4][CH:3]=1.Cl[C:18]1[C:27]2[C:22](=[CH:23][CH:24]=[C:25]([I:28])[CH:26]=2)[N:21]=[CH:20][N:19]=1, predict the reaction product. The product is: [CH3:1][C:2]1[N:7]=[CH:6][C:5]([O:8][C:9]2[CH:14]=[CH:13][C:12]([NH:15][C:18]3[C:27]4[C:22](=[CH:23][CH:24]=[C:25]([I:28])[CH:26]=4)[N:21]=[CH:20][N:19]=3)=[CH:11][C:10]=2[CH3:16])=[CH:4][CH:3]=1. (4) Given the reactants Br[C:2]1[CH:7]=[CH:6][CH:5]=[C:4]([CH2:8][O:9][Si:10]([C:13]([CH3:16])([CH3:15])[CH3:14])([CH3:12])[CH3:11])[N:3]=1.[NH2:17][C:18]1[S:19][CH:20]=[CH:21][N:22]=1.CC1(C)C2C=CC=C(P(C3C=CC=CC=3)C3C=CC=CC=3)C=2OC2C1=CC=CC=2P(C1C=CC=CC=1)C1C=CC=CC=1.P([O-])([O-])([O-])=O.[K+].[K+].[K+], predict the reaction product. The product is: [Si:10]([O:9][CH2:8][C:4]1[N:3]=[C:2]([NH:17][C:18]2[S:19][CH:20]=[CH:21][N:22]=2)[CH:7]=[CH:6][CH:5]=1)([C:13]([CH3:16])([CH3:15])[CH3:14])([CH3:12])[CH3:11]. (5) Given the reactants [CH3:1][O:2][C:3](=[O:16])[CH:4]([C:6]1[CH:11]=[CH:10][C:9]([O:12][CH2:13][CH:14]=[CH2:15])=[CH:8][CH:7]=1)[CH3:5].[H-].[Na+].[CH3:19]I, predict the reaction product. The product is: [CH3:1][O:2][C:3](=[O:16])[C:4]([C:6]1[CH:7]=[CH:8][C:9]([O:12][CH2:13][CH:14]=[CH2:15])=[CH:10][CH:11]=1)([CH3:19])[CH3:5]. (6) Given the reactants [C:1]([O:5][C:6]([N:8]1[CH2:13][CH2:12][CH:11]([NH:14][C:15]2[CH:20]=[CH:19][CH:18]=[CH:17][C:16]=2[N+:21]([O-])=O)[CH2:10][CH2:9]1)=[O:7])([CH3:4])([CH3:3])[CH3:2], predict the reaction product. The product is: [C:1]([O:5][C:6]([N:8]1[CH2:13][CH2:12][CH:11]([NH:14][C:15]2[CH:20]=[CH:19][CH:18]=[CH:17][C:16]=2[NH2:21])[CH2:10][CH2:9]1)=[O:7])([CH3:4])([CH3:2])[CH3:3]. (7) Given the reactants FC(F)(F)S(O[C:7]1[CH:8]=[CH:9][C:10]2[O:14][C:13]([C:15]3[CH:20]=[CH:19][C:18]([F:21])=[CH:17][CH:16]=3)=[C:12]([C:22](=[O:25])[NH:23][CH3:24])[C:11]=2[CH:26]=1)(=O)=O.O1CCOCC1.B([C:38]1[CH:39]=[C:40]([Cl:47])[CH:41]=[C:42]([CH:46]=1)[C:43]([OH:45])=[O:44])(O)O.C(=O)([O-])[O-].[Cs+].[Cs+], predict the reaction product. The product is: [Cl:47][C:40]1[CH:41]=[C:42]([CH:46]=[C:38]([C:7]2[CH:8]=[CH:9][C:10]3[O:14][C:13]([C:15]4[CH:20]=[CH:19][C:18]([F:21])=[CH:17][CH:16]=4)=[C:12]([C:22](=[O:25])[NH:23][CH3:24])[C:11]=3[CH:26]=2)[CH:39]=1)[C:43]([OH:45])=[O:44]. (8) Given the reactants C1([NH:7][C:8]([C:10]2[C:11](=[O:31])[N:12]([CH2:22][C:23]3[CH:28]=[CH:27][C:26]([O:29][CH3:30])=[CH:25][CH:24]=3)[C:13]3[C:18]([C:19]=2O)=[CH:17][C:16]([Cl:21])=[CH:15][N:14]=3)=O)CCCCC1.C(N(CC)CC)C.O=P(Cl)(Cl)[Cl:41], predict the reaction product. The product is: [Cl:41][C:19]1[C:18]2[C:13](=[N:14][CH:15]=[C:16]([Cl:21])[CH:17]=2)[N:12]([CH2:22][C:23]2[CH:28]=[CH:27][C:26]([O:29][CH3:30])=[CH:25][CH:24]=2)[C:11](=[O:31])[C:10]=1[C:8]#[N:7]. (9) The product is: [CH3:14][O:15][C:16]1[CH:17]=[C:18]([C:19]2[O:1][N:2]=[C:3]([C:5]3[C:10]([N+:11]([O-:13])=[O:12])=[CH:9][CH:8]=[CH:7][N:6]=3)[N:4]=2)[CH:22]=[CH:23][CH:24]=1. Given the reactants [OH:1][NH:2][C:3]([C:5]1[C:10]([N+:11]([O-:13])=[O:12])=[CH:9][CH:8]=[CH:7][N:6]=1)=[NH:4].[CH3:14][O:15][C:16]1[CH:17]=[C:18]([CH:22]=[CH:23][CH:24]=1)[C:19](O)=O, predict the reaction product.